From a dataset of Catalyst prediction with 721,799 reactions and 888 catalyst types from USPTO. Predict which catalyst facilitates the given reaction. (1) Reactant: [F:1][C:2]1[C:29]([NH:30][S:31]([CH2:34][CH2:35][CH3:36])(=[O:33])=[O:32])=[CH:28][CH:27]=[C:26]([F:37])[C:3]=1[C:4]([NH:6][C:7]1[CH:8]=[C:9]2[CH:15]=[C:14](I)[N:13](S(C3C=CC=CC=3)(=O)=O)[C:10]2=[N:11][CH:12]=1)=[O:5].[CH3:38][NH:39][CH3:40]. Product: [CH3:38][N:39]([CH3:40])[C:14]1[NH:13][C:10]2=[N:11][CH:12]=[C:7]([NH:6][C:4](=[O:5])[C:3]3[C:26]([F:37])=[CH:27][CH:28]=[C:29]([NH:30][S:31]([CH2:34][CH2:35][CH3:36])(=[O:32])=[O:33])[C:2]=3[F:1])[CH:8]=[C:9]2[CH:15]=1. The catalyst class is: 127. (2) Reactant: [C:1]1([CH3:11])[CH:6]=[CH:5][C:4]([S:7](Cl)(=[O:9])=[O:8])=[CH:3][CH:2]=1.[OH:12][CH2:13][CH2:14][N:15]1[CH2:19][C@H:18]([CH3:20])[O:17][C:16]1=[O:21].Cl.C(OCC)(=O)C. Product: [C:1]1([CH3:11])[CH:6]=[CH:5][C:4]([S:7]([O:12][CH2:13][CH2:14][N:15]2[CH2:19][C@H:18]([CH3:20])[O:17][C:16]2=[O:21])(=[O:9])=[O:8])=[CH:3][CH:2]=1. The catalyst class is: 17. (3) Reactant: [CH:1]([O:4][C:5]1[CH:9]=[C:8]([CH2:10][CH2:11][C:12]([O:14][CH2:15][CH3:16])=[O:13])[NH:7][N:6]=1)([CH3:3])[CH3:2].[H-].[Na+].[Cl:19][C:20]1[CH:25]=[CH:24][C:23]([CH2:26]Cl)=[C:22]([O:28][CH:29]([CH3:31])[CH3:30])[CH:21]=1.Cl. Product: [Cl:19][C:20]1[CH:25]=[CH:24][C:23]([CH2:26][N:7]2[C:8]([CH2:10][CH2:11][C:12]([O:14][CH2:15][CH3:16])=[O:13])=[CH:9][C:5]([O:4][CH:1]([CH3:3])[CH3:2])=[N:6]2)=[C:22]([O:28][CH:29]([CH3:31])[CH3:30])[CH:21]=1. The catalyst class is: 9. (4) Reactant: [C:1]([O:5][C:6](=[O:37])[NH:7][C:8]1[N:13]=[CH:12][C:11]([C:14]2[N:15]=[C:16]([N:31]3[CH2:36][CH2:35][O:34][CH2:33][CH2:32]3)[C:17]3[N:23]=[CH:22][C:21]([C:24]4[CH:29]=[CH:28][CH:27]=[C:26]([NH2:30])[CH:25]=4)=[CH:20][C:18]=3[N:19]=2)=[CH:10][N:9]=1)([CH3:4])([CH3:3])[CH3:2].[Cl:38][CH2:39][C:40](Cl)=[O:41].C(N(CC)CC)C. The catalyst class is: 2. Product: [C:1]([O:5][C:6](=[O:37])[NH:7][C:8]1[N:9]=[CH:10][C:11]([C:14]2[N:15]=[C:16]([N:31]3[CH2:32][CH2:33][O:34][CH2:35][CH2:36]3)[C:17]3[N:23]=[CH:22][C:21]([C:24]4[CH:29]=[CH:28][CH:27]=[C:26]([NH:30][C:40](=[O:41])[CH2:39][Cl:38])[CH:25]=4)=[CH:20][C:18]=3[N:19]=2)=[CH:12][N:13]=1)([CH3:4])([CH3:2])[CH3:3]. (5) Reactant: [CH2:1]([O:4][C:5]1[CH:10]=[C:9]([Cl:11])[C:8]([CH2:12][C:13]2[CH:18]=[CH:17][C:16]([O:19][CH2:20][CH3:21])=[CH:15][CH:14]=2)=[CH:7][C:6]=1[C@H:22]1[C@H:27]([O:28][CH2:29][C:30]2[CH:35]=[CH:34][CH:33]=[CH:32][CH:31]=2)[C@@H:26]([O:36][CH2:37][C:38]2[CH:43]=[CH:42][CH:41]=[CH:40][CH:39]=2)[C@H:25]([O:44][CH2:45][C:46]2[CH:51]=[CH:50][CH:49]=[CH:48][CH:47]=2)[C@@H:24]([CH2:52][O:53][CH2:54][C:55]2C=CC=CC=2)[O:23]1)[CH:2]=[CH2:3].ClCCl.FC(F)(F)S(O[Si](C)(C)C)(=O)=[O:67]. Product: [C:54]([O:53][CH2:52][C@@H:24]1[C@@H:25]([O:44][CH2:45][C:46]2[CH:47]=[CH:48][CH:49]=[CH:50][CH:51]=2)[C@H:26]([O:36][CH2:37][C:38]2[CH:39]=[CH:40][CH:41]=[CH:42][CH:43]=2)[C@@H:27]([O:28][CH2:29][C:30]2[CH:31]=[CH:32][CH:33]=[CH:34][CH:35]=2)[C@H:22]([C:6]2[CH:7]=[C:8]([CH2:12][C:13]3[CH:14]=[CH:15][C:16]([O:19][CH2:20][CH3:21])=[CH:17][CH:18]=3)[C:9]([Cl:11])=[CH:10][C:5]=2[O:4][CH2:1][CH:2]=[CH2:3])[O:23]1)(=[O:67])[CH3:55]. The catalyst class is: 152. (6) Reactant: Br[C:2]1[CH:7]=[C:6]([Cl:8])[C:5]([OH:9])=[C:4]([Cl:10])[CH:3]=1.CC([O-])=O.[K+].[B:16]1([B:16]2[O:20][C:19]([CH3:22])([CH3:21])[C:18]([CH3:24])([CH3:23])[O:17]2)[O:20][C:19]([CH3:22])([CH3:21])[C:18]([CH3:24])([CH3:23])[O:17]1. Product: [Cl:8][C:6]1[CH:7]=[C:2]([B:16]2[O:20][C:19]([CH3:22])([CH3:21])[C:18]([CH3:24])([CH3:23])[O:17]2)[CH:3]=[C:4]([Cl:10])[C:5]=1[OH:9]. The catalyst class is: 294.